Dataset: Catalyst prediction with 721,799 reactions and 888 catalyst types from USPTO. Task: Predict which catalyst facilitates the given reaction. (1) Reactant: [CH2:1]([O:8][C:9]1[C:13]([CH2:14][CH2:15][CH2:16][OH:17])=[CH:12][N:11]([C:18]2[CH:23]=[CH:22][C:21]([C:24]([F:27])([F:26])[F:25])=[CH:20][N:19]=2)[N:10]=1)[C:2]1[CH:7]=[CH:6][CH:5]=[CH:4][CH:3]=1.O[C:29]1[CH:33]=[C:32]([CH2:34][CH2:35][C:36]([O:38]CC)=[O:37])[N:31]([C:41]2[CH:46]=[CH:45][CH:44]=[CH:43][CH:42]=2)[N:30]=1.C(P(CCCC)CCCC)CCC.N(C(N1CCCCC1)=O)=NC(N1CCCCC1)=O. Product: [CH2:1]([O:8][C:9]1[C:13]([CH2:14][CH2:15][CH2:16][O:17][C:29]2[CH:33]=[C:32]([CH2:34][CH2:35][C:36]([OH:38])=[O:37])[N:31]([C:41]3[CH:46]=[CH:45][CH:44]=[CH:43][CH:42]=3)[N:30]=2)=[CH:12][N:11]([C:18]2[CH:23]=[CH:22][C:21]([C:24]([F:26])([F:25])[F:27])=[CH:20][N:19]=2)[N:10]=1)[C:2]1[CH:7]=[CH:6][CH:5]=[CH:4][CH:3]=1. The catalyst class is: 7. (2) Reactant: [Cl:1][C:2]1[CH:3]=[C:4]2[C:9](=[CH:10][C:11]=1[O:12][C:13]1[CH:18]=[CH:17][C:16]([C:19](=[O:35])[NH:20][C:21]3[N:26]=[C:25]([C:27]4[CH:28]=[N:29][C:30]([O:33][CH3:34])=[CH:31][CH:32]=4)[CH:24]=[CH:23][CH:22]=3)=[CH:15][CH:14]=1)[O:8][CH2:7][CH2:6][CH:5]2[C:36]([OH:38])=[O:37].C[O-].[Na+:41].CO. Product: [Cl:1][C:2]1[CH:3]=[C:4]2[C:9](=[CH:10][C:11]=1[O:12][C:13]1[CH:18]=[CH:17][C:16]([C:19](=[O:35])[NH:20][C:21]3[N:26]=[C:25]([C:27]4[CH:28]=[N:29][C:30]([O:33][CH3:34])=[CH:31][CH:32]=4)[CH:24]=[CH:23][CH:22]=3)=[CH:15][CH:14]=1)[O:8][CH2:7][CH2:6][CH:5]2[C:36]([O-:38])=[O:37].[Na+:41]. The catalyst class is: 36.